Dataset: Full USPTO retrosynthesis dataset with 1.9M reactions from patents (1976-2016). Task: Predict the reactants needed to synthesize the given product. (1) Given the product [Br:1][C:2]1[CH:3]=[C:4]([N:13]([CH2:20][CH3:21])[CH:14]2[CH2:19][CH2:18][O:17][CH2:16][CH2:15]2)[C:5]([CH3:12])=[C:6]([CH:11]=1)[C:7]([O:9][CH3:10])=[O:8], predict the reactants needed to synthesize it. The reactants are: [Br:1][C:2]1[CH:3]=[C:4]([NH:13][CH:14]2[CH2:19][CH2:18][O:17][CH2:16][CH2:15]2)[C:5]([CH3:12])=[C:6]([CH:11]=1)[C:7]([O:9][CH3:10])=[O:8].[CH:20](=O)[CH3:21].C(O)(=O)C.C(O[BH-](OC(=O)C)OC(=O)C)(=O)C.[Na+].C(=O)(O)[O-].[Na+]. (2) Given the product [NH2:1][CH:4]([C:6]1[N:7]=[C:8]2[S:23][CH:22]=[C:21]([CH3:24])[N:9]2[C:10](=[O:20])[C:11]=1[C:12]1[CH:17]=[C:16]([F:18])[CH:15]=[CH:14][C:13]=1[F:19])[CH3:5], predict the reactants needed to synthesize it. The reactants are: [N:1]([CH:4]([C:6]1[N:7]=[C:8]2[S:23][CH:22]=[C:21]([CH3:24])[N:9]2[C:10](=[O:20])[C:11]=1[C:12]1[CH:17]=[C:16]([F:18])[CH:15]=[CH:14][C:13]=1[F:19])[CH3:5])=[N+]=[N-].CP(C)C. (3) Given the product [Cl:19][C:12]1[C:13]([F:18])=[CH:14][CH:15]=[C:16]([F:17])[C:11]=1[CH2:10][N:9]1[CH2:8][CH2:7][NH:6][C:5]2[N:20]=[CH:21][C:2]([C:33]3[CH:32]=[CH:31][CH:30]=[C:29]([N:26]4[CH2:25][CH2:24][O:23][CH2:28][CH2:27]4)[CH:34]=3)=[C:3]([CH3:22])[C:4]1=2, predict the reactants needed to synthesize it. The reactants are: Br[C:2]1[CH:21]=[N:20][C:5]2[NH:6][CH2:7][CH2:8][N:9]([CH2:10][C:11]3[C:16]([F:17])=[CH:15][CH:14]=[C:13]([F:18])[C:12]=3[Cl:19])[C:4]=2[C:3]=1[CH3:22].[O:23]1[CH2:28][CH2:27][N:26]([C:29]2[CH:30]=[C:31](B3OC(C)(C)C(C)(C)O3)[CH:32]=[CH:33][CH:34]=2)[CH2:25][CH2:24]1.C([O-])([O-])=O.[K+].[K+]. (4) The reactants are: O1CCCCC1[O:7][C:8]1[CH:9]=[C:10]([CH2:17][C:18]#[N:19])[C:11]2[O:15][CH:14]=[CH:13][C:12]=2[CH:16]=1.O.C1(C)C=CC(S(O)(=O)=O)=CC=1. Given the product [OH:7][C:8]1[CH:9]=[C:10]([CH2:17][C:18]#[N:19])[C:11]2[O:15][CH:14]=[CH:13][C:12]=2[CH:16]=1, predict the reactants needed to synthesize it. (5) The reactants are: [CH3:1][O:2][C:3]1[CH:8]=[CH:7][CH:6]=[CH:5][C:4]=1[N:9]1[CH2:14][CH2:13][NH:12][CH2:11][CH2:10]1.[CH3:15][C:16]1[CH:21]=[CH:20][CH:19]=[CH:18][C:17]=1[C:22]1[CH:27]=[CH:26][CH:25]=[C:24]([CH:28]=O)[CH:23]=1.[BH-](OC(C)=O)(OC(C)=O)OC(C)=O.[Na+].C1(C2C=CC=CC=2)C=CC=CC=1CN1CCN(C2C=CC=CC=2)CC1. Given the product [CH3:15][C:16]1[CH:21]=[CH:20][CH:19]=[CH:18][C:17]=1[C:22]1[CH:27]=[CH:26][CH:25]=[C:24]([CH2:28][N:12]2[CH2:13][CH2:14][N:9]([C:4]3[CH:5]=[CH:6][CH:7]=[CH:8][C:3]=3[O:2][CH3:1])[CH2:10][CH2:11]2)[CH:23]=1, predict the reactants needed to synthesize it. (6) Given the product [Cl:2][C:3]1[CH:4]=[C:5]2[C:9](=[CH:10][CH:11]=1)[NH:8][CH:7]=[C:6]2[CH2:12][CH2:13][NH:14][C:26](=[O:27])[C:25]([NH:24][CH:17]([C:18]1[CH:19]=[CH:20][CH:21]=[CH:22][CH:23]=1)[CH2:16][OH:15])=[O:29], predict the reactants needed to synthesize it. The reactants are: Cl.[Cl:2][C:3]1[CH:4]=[C:5]2[C:9](=[CH:10][CH:11]=1)[NH:8][CH:7]=[C:6]2[CH2:12][CH2:13][NH2:14].[OH:15][CH2:16][CH:17]([NH:24][C:25](=[O:29])[C:26](O)=[O:27])[C:18]1[CH:23]=[CH:22][CH:21]=[CH:20][CH:19]=1.CN(C(ON1N=NC2C=CC=NC1=2)=[N+](C)C)C.F[P-](F)(F)(F)(F)F.C(N(CC)C(C)C)(C)C. (7) Given the product [F:1][C:2]([F:7])([F:6])[C:3]([OH:5])=[O:4].[F:1][C:2]([F:7])([F:6])[C:3]([OH:5])=[O:4].[Cl:8][C:9]1[CH:10]=[N:11][C:12]2[NH:13][C:14]3[CH:15]=[CH:16][CH:17]=[C:18]([CH:32]=3)[CH2:19][CH2:20][C:21]3[CH:29]=[C:25]([NH:26][C:27]=1[N:28]=2)[CH:24]=[CH:23][C:22]=3[CH2:30][N:36]1[CH2:37][CH2:38][N:33]([C:39]([O:41][C:42]([CH3:45])([CH3:44])[CH3:43])=[O:40])[CH2:34][CH2:35]1, predict the reactants needed to synthesize it. The reactants are: [F:1][C:2]([F:7])([F:6])[C:3]([OH:5])=[O:4].[Cl:8][C:9]1[CH:10]=[N:11][C:12]2[NH:13][C:14]3[CH:15]=[CH:16][CH:17]=[C:18]([CH:32]=3)[CH2:19][CH2:20][C:21]3[CH:29]=[C:25]([NH:26][C:27]=1[N:28]=2)[CH:24]=[CH:23][C:22]=3[CH2:30]O.[N:33]1([C:39]([O:41][C:42]([CH3:45])([CH3:44])[CH3:43])=[O:40])[CH2:38][CH2:37][NH:36][CH2:35][CH2:34]1.